Dataset: Forward reaction prediction with 1.9M reactions from USPTO patents (1976-2016). Task: Predict the product of the given reaction. (1) Given the reactants [CH:1]1([C:4]([N:6]2[CH2:10][CH2:9][C@@H:8]([CH2:11][NH:12][C:13]3[CH:18]=[C:17]([F:19])[CH:16]=[CH:15][C:14]=3[N+:20]([O-])=O)[CH2:7]2)=[O:5])[CH2:3][CH2:2]1.[H][H], predict the reaction product. The product is: [CH:1]1([C:4]([N:6]2[CH2:10][CH2:9][C@@H:8]([CH2:11][NH:12][C:13]3[C:14]([NH2:20])=[CH:15][CH:16]=[C:17]([F:19])[CH:18]=3)[CH2:7]2)=[O:5])[CH2:3][CH2:2]1. (2) Given the reactants Cl.[NH2:2][C:3]1[CH:4]=[C:5]([CH:9]=[CH:10][C:11]=1[CH3:12])[C:6]([OH:8])=[O:7].[N:13]([O-])=O.[Na+].C([O-])(=O)C.[Na+].[CH3:22][C:23]([SH:26])([CH3:25])[CH3:24], predict the reaction product. The product is: [C:23]([S:26][N:13]=[N:2][C:3]1[CH:4]=[C:5]([CH:9]=[CH:10][C:11]=1[CH3:12])[C:6]([OH:8])=[O:7])([CH3:25])([CH3:24])[CH3:22].